Task: Predict the reactants needed to synthesize the given product.. Dataset: Full USPTO retrosynthesis dataset with 1.9M reactions from patents (1976-2016) (1) Given the product [Br:1][C:2]1[C:3]([O:12][CH3:13])=[C:4]([CH2:5][OH:6])[CH:7]=[C:8]([O:10][CH3:11])[CH:9]=1, predict the reactants needed to synthesize it. The reactants are: [Br:1][C:2]1[C:3]([O:12][CH3:13])=[C:4]([CH:7]=[C:8]([O:10][CH3:11])[CH:9]=1)[CH:5]=[O:6].[H-].[H-].[H-].[H-].[Li+].[Al+3]. (2) Given the product [S:11]1[CH:12]=[CH:13][CH:14]=[C:10]1[C:8]1[CH:7]=[CH:6][C:5]2[N:15]=[C:20]([CH2:21][C:22]([O:24][CH2:25][CH3:26])=[O:23])[NH:1][C:4]=2[CH:9]=1, predict the reactants needed to synthesize it. The reactants are: [N+:1]([C:4]1[CH:9]=[C:8]([C:10]2[S:11][CH:12]=[CH:13][CH:14]=2)[CH:7]=[CH:6][C:5]=1[NH2:15])([O-])=O.Cl.C(O[C:20](=N)[CH2:21][C:22]([O:24][CH2:25][CH3:26])=[O:23])C. (3) Given the product [CH3:13][O:12][CH2:11][C@@H:10]([N:9]1[C:8]2[C:3](=[N:4][C:5]([C:16]3[CH:21]=[CH:20][C:19]([O:22][C:23]([F:24])([F:25])[F:26])=[CH:18][C:17]=3[O:27][CH3:28])=[C:6]([CH3:15])[CH:7]=2)[CH:1]=[CH:2]1)[CH3:14], predict the reactants needed to synthesize it. The reactants are: [C:1]([C:3]1[C:8]([NH:9][C@@H:10]([CH3:14])[CH2:11][O:12][CH3:13])=[CH:7][C:6]([CH3:15])=[C:5]([C:16]2[CH:21]=[CH:20][C:19]([O:22][C:23]([F:26])([F:25])[F:24])=[CH:18][C:17]=2[O:27][CH3:28])[N:4]=1)#[CH:2].C(O[K])(C)(C)C.